This data is from Full USPTO retrosynthesis dataset with 1.9M reactions from patents (1976-2016). The task is: Predict the reactants needed to synthesize the given product. (1) Given the product [O:26]1[CH2:27][CH2:28][N:29]([C:32]2[CH:33]=[CH:34][C:35]([NH:36][C:2]3[N:7]=[C:6]([C:8]4[CH:9]=[C:10]([NH:14][C:15](=[O:18])[CH:16]=[CH2:17])[CH:11]=[CH:12][CH:13]=4)[C:5]([NH:19][C:20]4[CH:25]=[CH:24][CH:23]=[CH:22][CH:21]=4)=[CH:4][N:3]=3)=[CH:37][CH:38]=2)[CH2:30][CH2:31]1, predict the reactants needed to synthesize it. The reactants are: Cl[C:2]1[N:7]=[C:6]([C:8]2[CH:9]=[C:10]([NH:14][C:15](=[O:18])[CH:16]=[CH2:17])[CH:11]=[CH:12][CH:13]=2)[C:5]([NH:19][C:20]2[CH:25]=[CH:24][CH:23]=[CH:22][CH:21]=2)=[CH:4][N:3]=1.[O:26]1[CH2:31][CH2:30][N:29]([C:32]2[CH:38]=[CH:37][C:35]([NH2:36])=[CH:34][CH:33]=2)[CH2:28][CH2:27]1.C([O-])([O-])=O.[Cs+].[Cs+].C1(P(C2C=CC=CC=2)C2C3OC4C(=CC=CC=4P(C4C=CC=CC=4)C4C=CC=CC=4)C(C)(C)C=3C=CC=2)C=CC=CC=1. (2) Given the product [N:2]([C@@H:3]([CH2:8][CH2:9][CH2:10][CH3:11])[C:4]([O:6][CH3:7])=[O:5])=[C:18]=[O:19], predict the reactants needed to synthesize it. The reactants are: Cl.[NH2:2][C@@H:3]([CH2:8][CH2:9][CH2:10][CH3:11])[C:4]([O:6][CH3:7])=[O:5].N1C=CC=CC=1.[C:18](Cl)(Cl)=[O:19].Cl.